This data is from Full USPTO retrosynthesis dataset with 1.9M reactions from patents (1976-2016). The task is: Predict the reactants needed to synthesize the given product. (1) Given the product [F:1][C:2]1[CH:3]=[C:4]2[C:9](=[CH:10][CH:11]=1)[N:8]=[C:7]([NH:12][C:13]([N:31]1[CH2:32][CH2:33][N:28]([C:23]3[CH:24]=[C:25]([CH3:27])[CH:26]=[C:21]([CH3:20])[CH:22]=3)[CH2:29][CH2:30]1)=[O:17])[C:6]([O:18][CH3:19])=[N:5]2, predict the reactants needed to synthesize it. The reactants are: [F:1][C:2]1[CH:3]=[C:4]2[C:9](=[CH:10][CH:11]=1)[N:8]=[C:7]([NH:12][C:13](=[O:17])OCC)[C:6]([O:18][CH3:19])=[N:5]2.[CH3:20][C:21]1[CH:22]=[C:23]([N:28]2[CH2:33][CH2:32][NH:31][CH2:30][CH2:29]2)[CH:24]=[C:25]([CH3:27])[CH:26]=1. (2) Given the product [CH:2]([O:3][CH2:7][C:8]1[N:9]([CH2:35][CH2:36][CH3:37])[C:10]([C:13]2[CH:18]=[CH:17][N:16]=[C:15]([NH:19][C:20]3[CH:21]=[CH:22][C:23]([S:26](=[O:34])(=[O:33])[NH:27][CH2:28][CH2:29][O:30][CH2:31][CH3:32])=[CH:24][CH:25]=3)[N:14]=2)=[CH:11][N:12]=1)([CH3:4])[CH3:1], predict the reactants needed to synthesize it. The reactants are: [CH3:1][CH:2]([CH3:4])[O-:3].[Na+].Cl[CH2:7][C:8]1[N:9]([CH2:35][CH2:36][CH3:37])[C:10]([C:13]2[CH:18]=[CH:17][N:16]=[C:15]([NH:19][C:20]3[CH:25]=[CH:24][C:23]([S:26](=[O:34])(=[O:33])[NH:27][CH2:28][CH2:29][O:30][CH2:31][CH3:32])=[CH:22][CH:21]=3)[N:14]=2)=[CH:11][N:12]=1.O. (3) Given the product [Br:11][C:2]1[CH:9]=[CH:8][C:5]([C:6]#[N:7])=[CH:4][N:3]=1, predict the reactants needed to synthesize it. The reactants are: Cl[C:2]1[CH:9]=[CH:8][C:5]([C:6]#[N:7])=[CH:4][N:3]=1.P(Br)(Br)[Br:11]. (4) The reactants are: CC1(C)C(C)(C)[O:5][B:4]([C:9]2[CH:17]=[CH:16][C:15]([C:18]([O:20][CH3:21])=[O:19])=[C:14]3[C:10]=2[CH:11]=[CH:12][N:13]3[S:22]([C:25]2[CH:31]=[CH:30][C:28]([CH3:29])=[CH:27][CH:26]=2)(=[O:24])=[O:23])[O:3]1.B1(B2OC(C)(C)C(C)(C)O2)OC(C)(C)C(C)(C)O1.Cl. Given the product [CH3:21][O:20][C:18]([C:15]1[CH:16]=[CH:17][C:9]([B:4]([OH:3])[OH:5])=[C:10]2[C:14]=1[N:13]([S:22]([C:25]1[CH:31]=[CH:30][C:28]([CH3:29])=[CH:27][CH:26]=1)(=[O:23])=[O:24])[CH:12]=[CH:11]2)=[O:19], predict the reactants needed to synthesize it. (5) Given the product [CH3:27][C:25]([O:24][C:23]([NH:22][C@@H:16]1[CH2:15][C:14]2[N:13]=[CH:12][C:11]([NH:10][C:3]3[C:2]([NH:1][CH2:31][C:30]([O:34][CH2:35][CH3:36])=[O:33])=[CH:7][CH:6]=[C:5]([O:8][CH3:9])[N:4]=3)=[CH:20][C:19]=2[CH2:18][C@H:17]1[OH:21])=[O:29])([CH3:26])[CH3:28], predict the reactants needed to synthesize it. The reactants are: [NH2:1][C:2]1[C:3]([NH:10][C:11]2[CH:12]=[N:13][C:14]3[CH2:15][C@@H:16]([NH:22][C:23](=[O:29])[O:24][C:25]([CH3:28])([CH3:27])[CH3:26])[C@H:17]([OH:21])[CH2:18][C:19]=3[CH:20]=2)=[N:4][C:5]([O:8][CH3:9])=[CH:6][CH:7]=1.[C:30]([O:34][CH2:35][CH3:36])(=[O:33])[CH:31]=O.[BH4-].[Na+]. (6) Given the product [C:14]([C:8]1[C:7]2[C:11](=[CH:12][CH:13]=[C:5]([C:3]([OH:4])=[O:2])[CH:6]=2)[NH:10][CH:9]=1)(=[O:16])[CH3:15], predict the reactants needed to synthesize it. The reactants are: C[O:2][C:3]([C:5]1[CH:6]=[C:7]2[C:11](=[CH:12][CH:13]=1)[NH:10][CH:9]=[C:8]2[C:14](=[O:16])[CH3:15])=[O:4].C(O)CO.[OH-].[K+]. (7) Given the product [CH3:12][S:13]([C:14]1[N:19]=[C:18]([N:20]2[C:28]3[C:23](=[C:24]([N+:29]([O-:31])=[O:30])[CH:25]=[CH:26][CH:27]=3)[CH:22]=[CH:21]2)[CH:17]=[CH:16][N:15]=1)=[O:6], predict the reactants needed to synthesize it. The reactants are: ClC1C=C(C=CC=1)C(OO)=[O:6].[CH3:12][S:13][C:14]1[N:19]=[C:18]([N:20]2[C:28]3[C:23](=[C:24]([N+:29]([O-:31])=[O:30])[CH:25]=[CH:26][CH:27]=3)[CH:22]=[CH:21]2)[CH:17]=[CH:16][N:15]=1. (8) Given the product [CH3:24][N:23]([CH3:25])[C:14]1([C:17]2[CH:18]=[CH:19][CH:20]=[CH:21][CH:22]=2)[CH2:15][CH2:16][CH:11]([CH2:10][NH:9][C:8]([N:40]2[CH2:39][CH:38]=[C:37]([C:31]3[C:30]4[C:34](=[CH:35][CH:36]=[C:28]([Cl:27])[CH:29]=4)[NH:33][CH:32]=3)[CH2:42][CH2:41]2)=[O:7])[CH2:12][CH2:13]1, predict the reactants needed to synthesize it. The reactants are: C1([O:7][C:8](=O)[NH:9][CH2:10][CH:11]2[CH2:16][CH2:15][C:14]([N:23]([CH3:25])[CH3:24])([C:17]3[CH:22]=[CH:21][CH:20]=[CH:19][CH:18]=3)[CH2:13][CH2:12]2)C=CC=CC=1.[Cl:27][C:28]1[CH:29]=[C:30]2[C:34](=[CH:35][CH:36]=1)[NH:33][CH:32]=[C:31]2[C:37]1[CH2:38][CH2:39][NH:40][CH2:41][CH:42]=1.